From a dataset of HIV replication inhibition screening data with 41,000+ compounds from the AIDS Antiviral Screen. Binary Classification. Given a drug SMILES string, predict its activity (active/inactive) in a high-throughput screening assay against a specified biological target. (1) The drug is COC1(C2c3ccccc3CCN2C(=O)OC(C)(C)C)C(=O)C(c2ccccc2)=C1N(C)C. The result is 0 (inactive). (2) The molecule is NC12CCC(N)(c3ccccc31)c1ccccc12. The result is 0 (inactive).